From a dataset of NCI-60 drug combinations with 297,098 pairs across 59 cell lines. Regression. Given two drug SMILES strings and cell line genomic features, predict the synergy score measuring deviation from expected non-interaction effect. (1) Drug 1: CCCS(=O)(=O)NC1=C(C(=C(C=C1)F)C(=O)C2=CNC3=C2C=C(C=N3)C4=CC=C(C=C4)Cl)F. Drug 2: C1CCC(CC1)NC(=O)N(CCCl)N=O. Cell line: MDA-MB-435. Synergy scores: CSS=40.5, Synergy_ZIP=6.93, Synergy_Bliss=10.3, Synergy_Loewe=-4.76, Synergy_HSA=8.25. (2) Synergy scores: CSS=37.6, Synergy_ZIP=8.11, Synergy_Bliss=6.23, Synergy_Loewe=-8.10, Synergy_HSA=7.25. Drug 1: CCC1(CC2CC(C3=C(CCN(C2)C1)C4=CC=CC=C4N3)(C5=C(C=C6C(=C5)C78CCN9C7C(C=CC9)(C(C(C8N6C=O)(C(=O)OC)O)OC(=O)C)CC)OC)C(=O)OC)O.OS(=O)(=O)O. Drug 2: CCN(CC)CCNC(=O)C1=C(NC(=C1C)C=C2C3=C(C=CC(=C3)F)NC2=O)C. Cell line: HS 578T. (3) Drug 1: C1=NC2=C(N=C(N=C2N1C3C(C(C(O3)CO)O)F)Cl)N. Drug 2: C1=CC=C(C(=C1)C(C2=CC=C(C=C2)Cl)C(Cl)Cl)Cl. Cell line: HL-60(TB). Synergy scores: CSS=12.5, Synergy_ZIP=-5.30, Synergy_Bliss=-4.25, Synergy_Loewe=-6.31, Synergy_HSA=-3.37.